Dataset: Full USPTO retrosynthesis dataset with 1.9M reactions from patents (1976-2016). Task: Predict the reactants needed to synthesize the given product. (1) Given the product [CH:33]1([C:31]([NH:30][C:28]2[N:29]=[C:24]3[CH:23]=[CH:22][C:21]([O:20][C:19]4[CH:36]=[CH:37][C:38]([CH3:39])=[C:17]([NH:16][C:7]([C:6]5[N:2]([CH3:1])[N:3]=[CH:4][CH:5]=5)=[O:9])[CH:18]=4)=[N:26][N:25]3[CH:27]=2)=[O:32])[CH2:34][CH2:35]1, predict the reactants needed to synthesize it. The reactants are: [CH3:1][N:2]1[C:6]([C:7]([OH:9])=O)=[CH:5][CH:4]=[N:3]1.C(Cl)(=O)C(Cl)=O.[NH2:16][C:17]1[CH:18]=[C:19]([CH:36]=[CH:37][C:38]=1[CH3:39])[O:20][C:21]1[CH:22]=[CH:23][C:24]2[N:25]([CH:27]=[C:28]([NH:30][C:31]([CH:33]3[CH2:35][CH2:34]3)=[O:32])[N:29]=2)[N:26]=1.C(=O)([O-])O.[Na+]. (2) The reactants are: [CH2:1](Br)[C:2]1[CH:7]=[CH:6][CH:5]=[CH:4][CH:3]=1.[CH2:9]([O:11][C:12](=[O:25])[NH:13][C:14]1[CH:19]=[C:18]([Cl:20])[N:17]=[C:16]([Cl:21])[C:15]=1[N+:22]([O-:24])=[O:23])[CH3:10]. Given the product [CH2:9]([O:11][C:12](=[O:25])[N:13]([CH2:1][C:2]1[CH:7]=[CH:6][CH:5]=[CH:4][CH:3]=1)[C:14]1[CH:19]=[C:18]([Cl:20])[N:17]=[C:16]([Cl:21])[C:15]=1[N+:22]([O-:24])=[O:23])[CH3:10], predict the reactants needed to synthesize it.